Dataset: Full USPTO retrosynthesis dataset with 1.9M reactions from patents (1976-2016). Task: Predict the reactants needed to synthesize the given product. (1) The reactants are: [C:1]([O:5][C:6]([NH:8][CH:9]1[C:18]([CH2:21][CH3:22])([CH2:19][CH3:20])[C:17]2[CH:16]=[C:15](OS(C(F)(F)F)(=O)=O)[CH:14]=[CH:13][C:12]=2[CH2:11][CH:10]1[O:31][CH3:32])=[O:7])([CH3:4])([CH3:3])[CH3:2].[CH3:33][N:34](C)C=O. Given the product [C:1]([O:5][C:6](=[O:7])[NH:8][C@H:9]1[C@H:10]([O:31][CH3:32])[CH2:11][C:12]2[C:17](=[CH:16][C:15]([C:33]#[N:34])=[CH:14][CH:13]=2)[C:18]1([CH2:19][CH3:20])[CH2:21][CH3:22])([CH3:3])([CH3:4])[CH3:2], predict the reactants needed to synthesize it. (2) The reactants are: [N:1]1[NH:2][N:3]=[N:4][C:5]=1[NH:6][C:7]([C:9]1[CH:10]=[CH:11][C:12]2[O:16][C:15]([C:17]([C:22]3[CH:27]=[CH:26][C:25]([O:28][CH2:29][C:30](=[O:35])[C:31]([CH3:34])([CH3:33])[CH3:32])=[C:24]([CH3:36])[CH:23]=3)([CH2:20][CH3:21])[CH2:18][CH3:19])=[CH:14][C:13]=2[CH:37]=1)=[O:8].[BH4-].[Na+]. Given the product [N:4]1[NH:3][N:2]=[N:1][C:5]=1[NH:6][C:7]([C:9]1[CH:10]=[CH:11][C:12]2[O:16][C:15]([C:17]([CH2:18][CH3:19])([C:22]3[CH:27]=[CH:26][C:25]([O:28][CH2:29][CH:30]([OH:35])[C:31]([CH3:33])([CH3:34])[CH3:32])=[C:24]([CH3:36])[CH:23]=3)[CH2:20][CH3:21])=[CH:14][C:13]=2[CH:37]=1)=[O:8], predict the reactants needed to synthesize it. (3) The reactants are: C([N:4]1[C:8]2[CH:9]([C:24]3[CH:29]=[CH:28][C:27]([Cl:30])=[CH:26][CH:25]=3)[N:10]([C:13]3[CH:14]=[C:15]([CH3:23])[C:16]4[N:17]([C:19]([CH3:22])=[N:20][N:21]=4)[CH:18]=3)[C:11](=[O:12])[C:7]=2[N:6]=[C:5]1Br)C=C.[F:32][C:33]1[CH:38]=[CH:37][C:36](B(O)O)=[C:35]([O:42][CH3:43])[CH:34]=1. Given the product [Cl:30][C:27]1[CH:28]=[CH:29][C:24]([CH:9]2[C:8]3[NH:4][C:5]([C:36]4[CH:37]=[CH:38][C:33]([F:32])=[CH:34][C:35]=4[O:42][CH3:43])=[N:6][C:7]=3[C:11](=[O:12])[N:10]2[C:13]2[CH:14]=[C:15]([CH3:23])[C:16]3[N:17]([C:19]([CH3:22])=[N:20][N:21]=3)[CH:18]=2)=[CH:25][CH:26]=1, predict the reactants needed to synthesize it. (4) The reactants are: [Cl:1][C:2]1[CH:3]=[N:4][CH:5]=[C:6]([Cl:28])[C:7]=1[NH:8][C:9]1[NH:27][C:12]2=[N:13][C:14]([O:21][CH:22]3[CH2:26][CH2:25][O:24][CH2:23]3)=[C:15]([C:17]([O:19]C)=[O:18])[CH:16]=[C:11]2[N:10]=1.[OH-].[Na+]. Given the product [Cl:28][C:6]1[CH:5]=[N:4][CH:3]=[C:2]([Cl:1])[C:7]=1[NH:8][C:9]1[NH:27][C:12]2=[N:13][C:14]([O:21][CH:22]3[CH2:26][CH2:25][O:24][CH2:23]3)=[C:15]([C:17]([OH:19])=[O:18])[CH:16]=[C:11]2[N:10]=1, predict the reactants needed to synthesize it. (5) Given the product [CH3:28][N:24]([CH2:25][CH2:26][CH3:27])[C:22]([C:20]1[CH:19]=[C:14]([CH:13]=[C:12]([C:2]2[O:1][CH:5]=[CH:4][N:3]=2)[CH:21]=1)[C:15]([OH:17])=[O:16])=[O:23], predict the reactants needed to synthesize it. The reactants are: [O:1]1[CH:5]=[CH:4][N:3]=[CH:2]1.C([Li])CCC.I[C:12]1[CH:13]=[C:14]([CH:19]=[C:20]([C:22]([N:24]([CH3:28])[CH2:25][CH2:26][CH3:27])=[O:23])[CH:21]=1)[C:15]([O:17]C)=[O:16].O.[OH-].[Li+].